Task: Regression. Given two drug SMILES strings and cell line genomic features, predict the synergy score measuring deviation from expected non-interaction effect.. Dataset: NCI-60 drug combinations with 297,098 pairs across 59 cell lines (1) Drug 1: CCC1(CC2CC(C3=C(CCN(C2)C1)C4=CC=CC=C4N3)(C5=C(C=C6C(=C5)C78CCN9C7C(C=CC9)(C(C(C8N6C=O)(C(=O)OC)O)OC(=O)C)CC)OC)C(=O)OC)O.OS(=O)(=O)O. Drug 2: CC1=C(N=C(N=C1N)C(CC(=O)N)NCC(C(=O)N)N)C(=O)NC(C(C2=CN=CN2)OC3C(C(C(C(O3)CO)O)O)OC4C(C(C(C(O4)CO)O)OC(=O)N)O)C(=O)NC(C)C(C(C)C(=O)NC(C(C)O)C(=O)NCCC5=NC(=CS5)C6=NC(=CS6)C(=O)NCCC[S+](C)C)O. Cell line: NCI-H322M. Synergy scores: CSS=1.46, Synergy_ZIP=-0.779, Synergy_Bliss=-1.38, Synergy_Loewe=-0.980, Synergy_HSA=-1.63. (2) Drug 1: CCC1(CC2CC(C3=C(CCN(C2)C1)C4=CC=CC=C4N3)(C5=C(C=C6C(=C5)C78CCN9C7C(C=CC9)(C(C(C8N6C=O)(C(=O)OC)O)OC(=O)C)CC)OC)C(=O)OC)O.OS(=O)(=O)O. Drug 2: CC1=C(C(CCC1)(C)C)C=CC(=CC=CC(=CC(=O)O)C)C. Cell line: PC-3. Synergy scores: CSS=5.18, Synergy_ZIP=-5.90, Synergy_Bliss=-2.55, Synergy_Loewe=-29.5, Synergy_HSA=-4.04. (3) Drug 1: CS(=O)(=O)OCCCCOS(=O)(=O)C. Drug 2: CC(C)NC(=O)C1=CC=C(C=C1)CNNC.Cl. Cell line: NCI-H226. Synergy scores: CSS=-2.19, Synergy_ZIP=1.38, Synergy_Bliss=0.197, Synergy_Loewe=-1.86, Synergy_HSA=-2.64. (4) Drug 1: C1=C(C(=O)NC(=O)N1)N(CCCl)CCCl. Drug 2: C(CC(=O)O)C(=O)CN.Cl. Cell line: NCI-H460. Synergy scores: CSS=30.3, Synergy_ZIP=-3.31, Synergy_Bliss=-2.70, Synergy_Loewe=-24.9, Synergy_HSA=-1.48. (5) Drug 1: COC1=NC(=NC2=C1N=CN2C3C(C(C(O3)CO)O)O)N. Drug 2: C(CC(=O)O)C(=O)CN.Cl. Cell line: BT-549. Synergy scores: CSS=6.07, Synergy_ZIP=-2.56, Synergy_Bliss=-1.76, Synergy_Loewe=-4.14, Synergy_HSA=-3.31. (6) Drug 1: CC=C1C(=O)NC(C(=O)OC2CC(=O)NC(C(=O)NC(CSSCCC=C2)C(=O)N1)C(C)C)C(C)C. Drug 2: CC1C(C(CC(O1)OC2CC(OC(C2O)C)OC3=CC4=CC5=C(C(=O)C(C(C5)C(C(=O)C(C(C)O)O)OC)OC6CC(C(C(O6)C)O)OC7CC(C(C(O7)C)O)OC8CC(C(C(O8)C)O)(C)O)C(=C4C(=C3C)O)O)O)O. Cell line: 786-0. Synergy scores: CSS=54.6, Synergy_ZIP=-3.36, Synergy_Bliss=0.819, Synergy_Loewe=-7.22, Synergy_HSA=1.36.